This data is from Full USPTO retrosynthesis dataset with 1.9M reactions from patents (1976-2016). The task is: Predict the reactants needed to synthesize the given product. (1) Given the product [C:35]([NH:1][C:2]1[CH:33]=[CH:32][C:31]([Cl:34])=[CH:30][C:3]=1[C:4]([N:6]([CH2:19][C:20]1[CH:25]=[CH:24][C:23]([C:26]([CH3:29])([CH3:28])[CH3:27])=[CH:22][CH:21]=1)[CH2:7][CH2:8][C:9]1[CH:14]=[CH:13][CH:12]=[C:11]([C:15]([F:16])([F:17])[F:18])[CH:10]=1)=[O:5])(=[O:37])[CH3:36], predict the reactants needed to synthesize it. The reactants are: [NH2:1][C:2]1[CH:33]=[CH:32][C:31]([Cl:34])=[CH:30][C:3]=1[C:4]([N:6]([CH2:19][C:20]1[CH:25]=[CH:24][C:23]([C:26]([CH3:29])([CH3:28])[CH3:27])=[CH:22][CH:21]=1)[CH2:7][CH2:8][C:9]1[CH:14]=[CH:13][CH:12]=[C:11]([C:15]([F:18])([F:17])[F:16])[CH:10]=1)=[O:5].[C:35](OC(=O)C)(=[O:37])[CH3:36].C(N(C(C)C)C(C)C)C. (2) Given the product [C:11]1([C:9]2[O:10][C:6]3[CH:5]=[CH:4][C:3]([CH2:2][O:21][C:18](=[O:20])[CH3:19])=[CH:17][C:7]=3[N:8]=2)[CH:16]=[CH:15][CH:14]=[CH:13][CH:12]=1, predict the reactants needed to synthesize it. The reactants are: Br[CH2:2][C:3]1[CH:4]=[CH:5][C:6]2[O:10][C:9]([C:11]3[CH:16]=[CH:15][CH:14]=[CH:13][CH:12]=3)=[N:8][C:7]=2[CH:17]=1.[C:18]([O-:21])(=[O:20])[CH3:19].[Cs+]. (3) The reactants are: [CH3:1][C:2]1[C:19]([S:20][CH3:21])=[C:18]([C:22]([F:28])([F:27])[C:23]([F:26])([F:25])[F:24])[CH:17]=[CH:16][C:3]=1[C:4]([O:6][C:7]1[CH:8]2[CH2:15][CH:11]([C:12](=[O:14])[CH:13]=1)[CH2:10][CH2:9]2)=[O:5].ClC1C=CC=C(C(OO)=[O:37])C=1. Given the product [CH3:1][C:2]1[C:19]([S:20]([CH3:21])=[O:37])=[C:18]([C:22]([F:28])([F:27])[C:23]([F:25])([F:26])[F:24])[CH:17]=[CH:16][C:3]=1[C:4]([O:6][C:7]1[CH:8]2[CH2:15][CH:11]([C:12](=[O:14])[CH:13]=1)[CH2:10][CH2:9]2)=[O:5], predict the reactants needed to synthesize it. (4) Given the product [OH:1][C:2]([C:5]1[N:6]([CH3:18])[C:7]([C:10]2[S:11][CH:12]=[C:13]([C:15]([N:22]3[CH2:23][CH2:24][CH2:25][C@@H:21]3[CH3:20])=[O:17])[N:14]=2)=[N:8][N:9]=1)([CH3:3])[CH3:4], predict the reactants needed to synthesize it. The reactants are: [OH:1][C:2]([C:5]1[N:6]([CH3:18])[C:7]([C:10]2[S:11][CH:12]=[C:13]([C:15]([OH:17])=O)[N:14]=2)=[N:8][N:9]=1)([CH3:4])[CH3:3].Cl.[CH3:20][C@H:21]1[CH2:25][CH2:24][CH2:23][NH:22]1.CCN(C(C)C)C(C)C.CN(C(ON1N=NC2C=CC=NC1=2)=[N+](C)C)C.F[P-](F)(F)(F)(F)F. (5) Given the product [CH3:20][O:19][C:13]1[CH:14]=[C:15]2[C:10](=[CH:11][CH:12]=1)[C:9]([CH3:22])([CH3:21])[NH:8][C:16]2([CH3:18])[CH3:17], predict the reactants needed to synthesize it. The reactants are: C([N:8]1[C:16]([CH3:18])([CH3:17])[C:15]2[C:10](=[CH:11][CH:12]=[C:13]([O:19][CH3:20])[CH:14]=2)[C:9]1([CH3:22])[CH3:21])C1C=CC=CC=1.[H][H]. (6) Given the product [Br:21][C:18]1[CH:19]=[CH:20][C:15]([C:14]2[C:10]3[CH:9]=[CH:8][C:7]([O:6][CH2:5][CH2:4][CH2:3][CH2:2][N:24]4[CH:28]=[CH:27][N:26]=[CH:25]4)=[CH:23][C:11]=3[S:12][C:13]=2[CH3:22])=[CH:16][CH:17]=1, predict the reactants needed to synthesize it. The reactants are: Br[CH2:2][CH2:3][CH2:4][CH2:5][O:6][C:7]1[CH:8]=[CH:9][C:10]2[C:14]([C:15]3[CH:20]=[CH:19][C:18]([Br:21])=[CH:17][CH:16]=3)=[C:13]([CH3:22])[S:12][C:11]=2[CH:23]=1.[NH:24]1[CH:28]=[CH:27][N:26]=[CH:25]1.[H-].[Na+]. (7) Given the product [CH3:1][O:2][C:3]1[C:8]2[N:9]=[C:10]([NH:12][C:13]([C:15]3[S:16][C:17]([CH3:20])=[CH:18][CH:19]=3)=[O:14])[S:11][C:7]=2[C:6]([N:21]2[CH2:22][CH2:23][N:24]([CH3:27])[CH2:25][CH2:26]2)=[CH:5][CH:4]=1, predict the reactants needed to synthesize it. The reactants are: [CH3:1][O:2][C:3]1[C:8]2[N:9]=[C:10]([NH:12][C:13]([C:15]3[S:16][C:17]([CH3:20])=[CH:18][CH:19]=3)=[O:14])[S:11][C:7]=2[C:6]([N:21]2[CH2:26][CH2:25][NH:24][CH2:23][CH2:22]2)=[CH:5][CH:4]=1.[CH:27](O)=O.C=O. (8) Given the product [CH3:1][O:2][C:3](=[O:12])[CH:4]([N:11]1[CH2:30][C:26]([O:25][C:24]2[CH:53]=[CH:54][CH:55]=[CH:56][C:23]=2[Cl:22])=[CH:27][C:28]1=[O:52])[CH2:5][C@H:6]1[CH2:7][C@H:8]([CH3:10])[CH2:9]1, predict the reactants needed to synthesize it. The reactants are: [CH3:1][O:2][C:3](=[O:12])[CH:4]([NH2:11])[CH2:5][C@H:6]1[CH2:9][C@H:8]([CH3:10])[CH2:7]1.C(N(CC)C(C)C)(C)C.[Cl:22][C:23]1[CH:56]=[CH:55][CH:54]=[CH:53][C:24]=1[O:25][C:26]1[CH2:30]N([C@@H](CC2CCCCC2)C(NC2C=CN(CC(O)(C)C)N=2)=O)[C:28](=[O:52])[CH:27]=1. (9) Given the product [OH:8][C:5]1[CH:4]=[CH:3][C:2]([NH:1][C:16]([C:13]2[C:12](=[O:19])[N:11]([C:20]3[CH:21]=[CH:22][CH:23]=[CH:24][CH:25]=3)[N:10]([CH3:9])[C:14]=2[CH3:15])=[O:17])=[N:7][CH:6]=1, predict the reactants needed to synthesize it. The reactants are: [NH2:1][C:2]1[N:7]=[CH:6][C:5]([OH:8])=[CH:4][CH:3]=1.[CH3:9][N:10]1[C:14]([CH3:15])=[C:13]([C:16](O)=[O:17])[C:12](=[O:19])[N:11]1[C:20]1[CH:25]=[CH:24][CH:23]=[CH:22][CH:21]=1.CCN=C=NCCCN(C)C.C1C=NC2N(O)N=NC=2C=1.